This data is from Merck oncology drug combination screen with 23,052 pairs across 39 cell lines. The task is: Regression. Given two drug SMILES strings and cell line genomic features, predict the synergy score measuring deviation from expected non-interaction effect. Cell line: T47D. Drug 1: CCC1(O)CC2CN(CCc3c([nH]c4ccccc34)C(C(=O)OC)(c3cc4c(cc3OC)N(C)C3C(O)(C(=O)OC)C(OC(C)=O)C5(CC)C=CCN6CCC43C65)C2)C1. Drug 2: CC(C)CC(NC(=O)C(Cc1ccccc1)NC(=O)c1cnccn1)B(O)O. Synergy scores: synergy=-32.2.